From a dataset of Forward reaction prediction with 1.9M reactions from USPTO patents (1976-2016). Predict the product of the given reaction. (1) Given the reactants [F:1][C:2]1[C:7](B(O)O)=[CH:6][CH:5]=[CH:4][N:3]=1.Cl[C:12]1[CH:17]=[C:16](Cl)[N:15]=[CH:14][N:13]=1.[IH:19], predict the reaction product. The product is: [I:19][C:12]1[CH:17]=[C:16]([C:7]2[C:2]([F:1])=[N:3][CH:4]=[CH:5][CH:6]=2)[N:15]=[CH:14][N:13]=1. (2) Given the reactants [CH3:1][O:2][C:3]1[CH:4]=[C:5]([S:11]([N:14]2[CH2:20][CH2:19][CH2:18][NH:17][CH2:16][CH2:15]2)(=[O:13])=[O:12])[CH:6]=[CH:7][C:8]=1[O:9][CH3:10].C(N(CC)CC)C.[CH3:28][O:29][C:30]1[CH:35]=[CH:34][C:33]([S:36](Cl)(=[O:38])=[O:37])=[CH:32][C:31]=1[O:40][C:41]([F:44])([F:43])[F:42], predict the reaction product. The product is: [CH3:1][O:2][C:3]1[CH:4]=[C:5]([S:11]([N:14]2[CH2:20][CH2:19][CH2:18][N:17]([S:36]([C:33]3[CH:34]=[CH:35][C:30]([O:29][CH3:28])=[C:31]([O:40][C:41]([F:42])([F:43])[F:44])[CH:32]=3)(=[O:38])=[O:37])[CH2:16][CH2:15]2)(=[O:13])=[O:12])[CH:6]=[CH:7][C:8]=1[O:9][CH3:10]. (3) Given the reactants BrC1C=CC(C(N2CCN(C3C(C)=CC(C4CC4)=CN=3)CC2)=O)=C(F)C=1.COC1C=CC(CN2CC(C)NC2=O)=CC=1.[CH:43]1([C:46]2[CH:47]=[C:48]([CH3:83])[C:49]([N:52]3[CH2:57][CH2:56][N:55]([C:58]([C:60]4[CH:65]=[CH:64][C:63]([N:66]5[CH:70]([CH3:71])[CH2:69][N:68](CC6C=CC(OC)=CC=6)[C:67]5=[O:81])=[CH:62][C:61]=4[F:82])=[O:59])[CH2:54][CH2:53]3)=[N:50][CH:51]=2)[CH2:45][CH2:44]1, predict the reaction product. The product is: [CH:43]1([C:46]2[CH:47]=[C:48]([CH3:83])[C:49]([N:52]3[CH2:53][CH2:54][N:55]([C:58]([C:60]4[CH:65]=[CH:64][C:63]([N:66]5[CH:70]([CH3:71])[CH2:69][NH:68][C:67]5=[O:81])=[CH:62][C:61]=4[F:82])=[O:59])[CH2:56][CH2:57]3)=[N:50][CH:51]=2)[CH2:44][CH2:45]1.